This data is from Peptide-MHC class I binding affinity with 185,985 pairs from IEDB/IMGT. The task is: Regression. Given a peptide amino acid sequence and an MHC pseudo amino acid sequence, predict their binding affinity value. This is MHC class I binding data. (1) The peptide sequence is SQILPDPLK. The MHC is HLA-A31:01 with pseudo-sequence HLA-A31:01. The binding affinity (normalized) is 0.0631. (2) The MHC is HLA-B35:01 with pseudo-sequence HLA-B35:01. The peptide sequence is GPGAGSLQPLAL. The binding affinity (normalized) is 0. (3) The peptide sequence is AQKLATKPV. The MHC is HLA-A69:01 with pseudo-sequence HLA-A69:01. The binding affinity (normalized) is 0.0847. (4) The binding affinity (normalized) is 0.0847. The peptide sequence is KVSVGSYFC. The MHC is HLA-A29:02 with pseudo-sequence HLA-A29:02. (5) The peptide sequence is HMNKLPLAK. The MHC is HLA-B57:01 with pseudo-sequence HLA-B57:01. The binding affinity (normalized) is 0.0847. (6) The peptide sequence is AENKKFKLH. The MHC is HLA-B44:02 with pseudo-sequence HLA-B44:02. The binding affinity (normalized) is 0.0847.